From a dataset of Catalyst prediction with 721,799 reactions and 888 catalyst types from USPTO. Predict which catalyst facilitates the given reaction. (1) Reactant: [CH3:1][N:2]1[CH2:25][CH2:24][C:5]2[N:6]([CH2:14][C:15]3([C:18]4[CH:19]=[N:20][CH:21]=[CH:22][CH:23]=4)[CH2:17][O:16]3)[C:7]3[CH:8]=[CH:9][C:10]([CH3:13])=[CH:11][C:12]=3[C:4]=2[CH2:3]1.C(=O)(O)[O-:27].[Na+]. Product: [CH3:1][N:2]1[CH2:25][CH2:24][C:5]2[N:6]([CH2:14][C:15]([C:18]3[CH:19]=[N:20][CH:21]=[CH:22][CH:23]=3)([OH:16])[CH2:17][OH:27])[C:7]3[CH:8]=[CH:9][C:10]([CH3:13])=[CH:11][C:12]=3[C:4]=2[CH2:3]1. The catalyst class is: 67. (2) Reactant: [CH2:1]([O:8][C:9](=[O:22])[CH:10]([NH:14][C:15]([O:17][C:18]([CH3:21])([CH3:20])[CH3:19])=[O:16])[CH2:11][CH2:12][OH:13])[C:2]1[CH:7]=[CH:6][CH:5]=[CH:4][CH:3]=1.C1C=C[NH+]=CC=1.[O-][Cr](Cl)(=O)=O. Product: [CH2:1]([O:8][C:9](=[O:22])[CH:10]([NH:14][C:15]([O:17][C:18]([CH3:20])([CH3:19])[CH3:21])=[O:16])[CH2:11][CH:12]=[O:13])[C:2]1[CH:7]=[CH:6][CH:5]=[CH:4][CH:3]=1. The catalyst class is: 2. (3) Reactant: [CH3:1][O:2][CH2:3][C:4]1[CH:9]=[C:8]([C:10]([O:12]C)=[O:11])[CH:7]=[CH:6][C:5]=1[C:14]1[CH:19]=[CH:18][CH:17]=[CH:16][C:15]=1[CH3:20].[OH-].[Na+]. Product: [CH3:1][O:2][CH2:3][C:4]1[CH:9]=[C:8]([C:10]([OH:12])=[O:11])[CH:7]=[CH:6][C:5]=1[C:14]1[CH:19]=[CH:18][CH:17]=[CH:16][C:15]=1[CH3:20]. The catalyst class is: 14.